From a dataset of Peptide-MHC class II binding affinity with 134,281 pairs from IEDB. Regression. Given a peptide amino acid sequence and an MHC pseudo amino acid sequence, predict their binding affinity value. This is MHC class II binding data. (1) The peptide sequence is CKDIKLSDISLKLTS. The MHC is HLA-DQA10501-DQB10301 with pseudo-sequence HLA-DQA10501-DQB10301. The binding affinity (normalized) is 0.211. (2) The peptide sequence is DLWIYHTKQGYFP. The MHC is DRB1_0103 with pseudo-sequence DRB1_0103. The binding affinity (normalized) is 0. (3) The peptide sequence is MTETLLVQNANPDCKSIL. The MHC is DRB1_0301 with pseudo-sequence DRB1_0301. The binding affinity (normalized) is 0.210. (4) The peptide sequence is LAAIIFLFGPPTALRS. The MHC is DRB1_0401 with pseudo-sequence DRB1_0401. The binding affinity (normalized) is 0.377. (5) The peptide sequence is PEGLLWLLLTGKVPT. The MHC is DRB1_1201 with pseudo-sequence DRB1_1201. The binding affinity (normalized) is 0.405.